This data is from NCI-60 drug combinations with 297,098 pairs across 59 cell lines. The task is: Regression. Given two drug SMILES strings and cell line genomic features, predict the synergy score measuring deviation from expected non-interaction effect. (1) Drug 1: CN1CCC(CC1)COC2=C(C=C3C(=C2)N=CN=C3NC4=C(C=C(C=C4)Br)F)OC. Drug 2: C1=NC2=C(N1)C(=S)N=C(N2)N. Cell line: CCRF-CEM. Synergy scores: CSS=40.0, Synergy_ZIP=-0.814, Synergy_Bliss=-4.18, Synergy_Loewe=-15.4, Synergy_HSA=-4.15. (2) Drug 1: C1=CC=C(C(=C1)C(C2=CC=C(C=C2)Cl)C(Cl)Cl)Cl. Drug 2: CCC1(C2=C(COC1=O)C(=O)N3CC4=CC5=C(C=CC(=C5CN(C)C)O)N=C4C3=C2)O.Cl. Synergy scores: CSS=38.5, Synergy_ZIP=5.16, Synergy_Bliss=6.07, Synergy_Loewe=-18.6, Synergy_HSA=2.43. Cell line: HCT-15. (3) Drug 2: CCC1(C2=C(COC1=O)C(=O)N3CC4=CC5=C(C=CC(=C5CN(C)C)O)N=C4C3=C2)O.Cl. Synergy scores: CSS=-7.21, Synergy_ZIP=-2.93, Synergy_Bliss=-11.4, Synergy_Loewe=-27.9, Synergy_HSA=-17.5. Drug 1: CC1=C(C(=O)C2=C(C1=O)N3CC4C(C3(C2COC(=O)N)OC)N4)N. Cell line: NCI-H226. (4) Drug 1: CN1CCC(CC1)COC2=C(C=C3C(=C2)N=CN=C3NC4=C(C=C(C=C4)Br)F)OC. Drug 2: C1CCC(C1)C(CC#N)N2C=C(C=N2)C3=C4C=CNC4=NC=N3. Cell line: SK-MEL-2. Synergy scores: CSS=-0.535, Synergy_ZIP=3.70, Synergy_Bliss=5.84, Synergy_Loewe=-2.16, Synergy_HSA=-0.329. (5) Drug 1: CCC1=CC2CC(C3=C(CN(C2)C1)C4=CC=CC=C4N3)(C5=C(C=C6C(=C5)C78CCN9C7C(C=CC9)(C(C(C8N6C)(C(=O)OC)O)OC(=O)C)CC)OC)C(=O)OC.C(C(C(=O)O)O)(C(=O)O)O. Drug 2: CC1C(C(CC(O1)OC2CC(OC(C2O)C)OC3=CC4=CC5=C(C(=O)C(C(C5)C(C(=O)C(C(C)O)O)OC)OC6CC(C(C(O6)C)O)OC7CC(C(C(O7)C)O)OC8CC(C(C(O8)C)O)(C)O)C(=C4C(=C3C)O)O)O)O. Cell line: NCI-H522. Synergy scores: CSS=90.4, Synergy_ZIP=33.2, Synergy_Bliss=31.4, Synergy_Loewe=28.4, Synergy_HSA=32.2. (6) Drug 1: CN1C(=O)N2C=NC(=C2N=N1)C(=O)N. Drug 2: CC(C)(C1=NC(=CC=C1)N2C3=NC(=NC=C3C(=O)N2CC=C)NC4=CC=C(C=C4)N5CCN(CC5)C)O. Cell line: NCI-H460. Synergy scores: CSS=45.8, Synergy_ZIP=2.57, Synergy_Bliss=4.36, Synergy_Loewe=-6.27, Synergy_HSA=6.20. (7) Drug 1: C1=CC=C(C(=C1)C(C2=CC=C(C=C2)Cl)C(Cl)Cl)Cl. Drug 2: CC1C(C(CC(O1)OC2CC(CC3=C2C(=C4C(=C3O)C(=O)C5=CC=CC=C5C4=O)O)(C(=O)C)O)N)O. Cell line: 786-0. Synergy scores: CSS=47.1, Synergy_ZIP=-3.80, Synergy_Bliss=-4.90, Synergy_Loewe=-19.4, Synergy_HSA=-2.81.